This data is from Full USPTO retrosynthesis dataset with 1.9M reactions from patents (1976-2016). The task is: Predict the reactants needed to synthesize the given product. (1) Given the product [CH3:1][O:2][C:3](=[O:26])[CH2:4][C@H:5]1[C:9]2[CH:10]=[CH:11][C:12]([O:14][C@H:15]3[C:23]4[C:18](=[C:19]([O:25][C:33]5[CH:32]=[CH:31][N:30]=[C:29]([O:28][CH3:27])[CH:34]=5)[CH:20]=[CH:21][C:22]=4[F:24])[CH2:17][CH2:16]3)=[CH:13][C:8]=2[O:7][CH2:6]1, predict the reactants needed to synthesize it. The reactants are: [CH3:1][O:2][C:3](=[O:26])[CH2:4][C@H:5]1[C:9]2[CH:10]=[CH:11][C:12]([O:14][C@H:15]3[C:23]4[C:18](=[C:19]([OH:25])[CH:20]=[CH:21][C:22]=4[F:24])[CH2:17][CH2:16]3)=[CH:13][C:8]=2[O:7][CH2:6]1.[CH3:27][O:28][C:29]1[CH:34]=[C:33](B(O)O)[CH:32]=[CH:31][N:30]=1. (2) Given the product [F:26][C@H:16]1[CH2:15][C@@:13]2([CH3:14])[C@@H:9]([CH2:10][CH2:11][C@@H:12]2[OH:27])[C@H:8]2[C@H:17]1[C:18]1[CH:19]=[CH:20][C:21]([OH:25])=[CH:22][C:23]=1[CH2:24][C@H:7]2[CH2:6][CH2:5][CH2:4][CH2:3][CH2:28][N:29]([CH3:54])[CH2:30][CH2:31][CH2:32][C:33]([F:50])([F:51])[C:34]([F:49])([F:48])[C:35]([F:46])([F:47])[C:36]([F:44])([F:45])[C:37]([F:42])([F:43])[C:38]([F:40])([F:39])[F:41], predict the reactants needed to synthesize it. The reactants are: BrC[CH2:3][CH2:4][CH2:5][CH2:6][C@@H:7]1[CH2:24][C:23]2[CH:22]=[C:21]([OH:25])[CH:20]=[CH:19][C:18]=2[C@@H:17]2[C@@H:8]1[C@H:9]1[C@@:13]([CH2:15][C@@H:16]2[F:26])([CH3:14])[CH:12]([OH:27])[CH2:11][CH2:10]1.[CH3:28][NH:29][CH2:30][CH2:31][CH2:32][C:33]([F:51])([F:50])[C:34]([F:49])([F:48])[C:35]([F:47])([F:46])[C:36]([F:45])([F:44])[C:37]([F:43])([F:42])[C:38]([F:41])([F:40])[F:39].[Cl-].[Na+].[CH3:54]N1CCCC1=O.